From a dataset of Reaction yield outcomes from USPTO patents with 853,638 reactions. Predict the reaction yield, written as a fraction of the theoretical maximum amount of product (1.0 means a 100% yield; for example, 0.34 means a 34% yield). (1) The reactants are Cl[C:2]1[CH:3]=[C:4]([CH:8]=[C:9]([Cl:11])[N:10]=1)[C:5]([OH:7])=[O:6].[NH:12]1[CH2:17][CH2:16][O:15][CH2:14][CH2:13]1.CCN(C(C)C)C(C)C. The catalyst is CN(C)C(=O)C. The product is [Cl:11][C:9]1[CH:8]=[C:4]([CH:3]=[C:2]([N:12]2[CH2:17][CH2:16][O:15][CH2:14][CH2:13]2)[N:10]=1)[C:5]([OH:7])=[O:6]. The yield is 0.650. (2) The reactants are P([O-])([O-])([O-])=O.[K+].[K+].[K+].Cl[C:10]1[CH:11]=[CH:12][C:13]2[N:19]3[CH2:20][C@H:16]([CH2:17][CH2:18]3)[N:15]([C:21]([NH:23][C:24]3[CH:29]=[N:28][CH:27]=[CH:26][N:25]=3)=[O:22])[C:14]=2[N:30]=1.[CH3:31][C:32]1[CH:37]=[C:36](B(O)O)[CH:35]=[C:34]([CH3:41])[N:33]=1.CC(C1C=C(C(C)C)C(C2C=CC=CC=2P(C2CCCCC2)C2CCCCC2)=C(C(C)C)C=1)C. The catalyst is C(O)CCC.C1C=CC(/C=C/C(/C=C/C2C=CC=CC=2)=O)=CC=1.C1C=CC(/C=C/C(/C=C/C2C=CC=CC=2)=O)=CC=1.C1C=CC(/C=C/C(/C=C/C2C=CC=CC=2)=O)=CC=1.[Pd].[Pd].O. The product is [CH3:31][C:32]1[CH:37]=[C:36]([C:10]2[CH:11]=[CH:12][C:13]3[N:19]4[CH2:20][C@H:16]([CH2:17][CH2:18]4)[N:15]([C:21]([NH:23][C:24]4[CH:29]=[N:28][CH:27]=[CH:26][N:25]=4)=[O:22])[C:14]=3[N:30]=2)[CH:35]=[C:34]([CH3:41])[N:33]=1. The yield is 0.483. (3) The reactants are Cl[C:2]1[CH:7]=[CH:6][C:5]([N+:8]([O-:10])=[O:9])=[CH:4][N:3]=1.[NH:11]1[CH2:15][CH2:14][CH2:13][CH2:12]1. The catalyst is CCO. The product is [N+:8]([C:5]1[CH:6]=[CH:7][C:2]([N:11]2[CH2:15][CH2:14][CH2:13][CH2:12]2)=[N:3][CH:4]=1)([O-:10])=[O:9]. The yield is 0.780. (4) The reactants are C([O:3][C:4]([C:6]1([NH:15][C:16]([C:18]2[C:19]([N:26]([CH2:28][CH3:29])[CH3:27])=[N:20][C:21]([CH3:25])=[CH:22][C:23]=2[CH3:24])=[O:17])[CH2:14][C:13]2[C:8](=[CH:9][CH:10]=[CH:11][CH:12]=2)[CH2:7]1)=[O:5])C.O1CCOCC1.CO. The catalyst is O. The product is [CH2:28]([N:26]([CH3:27])[C:19]1[C:18]([C:16]([NH:15][C:6]2([C:4]([OH:5])=[O:3])[CH2:14][C:13]3[C:8](=[CH:9][CH:10]=[CH:11][CH:12]=3)[CH2:7]2)=[O:17])=[C:23]([CH3:24])[CH:22]=[C:21]([CH3:25])[N:20]=1)[CH3:29]. The yield is 0.750. (5) The product is [F:1][C:2]1[CH:3]=[CH:4][C:5]([CH:8]2[O:49][C:47](=[O:32])[NH:44][CH:9]2[CH2:13][C:14]2[CH:15]=[CH:16][C:17]([C:20]([F:21])([F:22])[F:23])=[CH:18][CH:19]=2)=[CH:6][CH:7]=1. The reactants are [F:1][C:2]1[CH:7]=[CH:6][C:5]([CH:8](O)[CH:9]([CH2:13][C:14]2[CH:19]=[CH:18][C:17]([C:20]([F:23])([F:22])[F:21])=[CH:16][CH:15]=2)C(O)=O)=[CH:4][CH:3]=1.C1(P(N=[N+]=[N-])(C2C=CC=CC=2)=[O:32])C=CC=CC=1.C([N:44]([CH2:47]C)CC)C.[OH2:49]. The catalyst is O1CCCC1. The yield is 0.830. (6) The reactants are FC1[CH:3]=[CH:4][C:5]([O:15][CH2:16][C:17]2C=CC(F)=CC=2)=[C:6]([C:8](=O)CCC(=O)C)[CH:7]=1.CC1C=CC(S(O)(=O)=[O:32])=CC=1.Cl. The catalyst is CC#N.C(Cl)Cl. The product is [CH3:3][CH2:4][CH2:5][CH:6]([CH3:8])[CH3:7].[CH3:17][CH2:16][O:15][C:5]([CH3:4])=[O:32]. The yield is 5.80. (7) The reactants are [CH2:1]([O:8][C:9]1[C:14]([C:15]2[CH:20]=[CH:19][CH:18]=[CH:17][CH:16]=2)=[CH:13][C:12]([N+:21]([O-])=O)=[CH:11][N:10]=1)[C:2]1[CH:7]=[CH:6][CH:5]=[CH:4][CH:3]=1. The catalyst is C(O)C.Cl.[Fe]. The product is [CH2:1]([O:8][C:9]1[N:10]=[CH:11][C:12]([NH2:21])=[CH:13][C:14]=1[C:15]1[CH:20]=[CH:19][CH:18]=[CH:17][CH:16]=1)[C:2]1[CH:3]=[CH:4][CH:5]=[CH:6][CH:7]=1. The yield is 0.790. (8) The reactants are [CH3:1][O:2][C:3]1[CH:20]=[CH:19][C:6](/[CH:7]=[N:8]/[C:9]2[CH:10]=[C:11]([CH:16]=[CH:17][CH:18]=2)[C:12]([O:14][CH3:15])=[O:13])=[CH:5][CH:4]=1.[C:21]1([CH2:27][CH:28]=O)[CH:26]=[CH:25][CH:24]=[CH:23][CH:22]=1.Cl. The catalyst is O1CCCC1.CS(C)=O. The product is [CH3:1][O:2][C:3]1[CH:20]=[CH:19][C:6]([C:7]2[C:27]([C:21]3[CH:26]=[CH:25][CH:24]=[CH:23][CH:22]=3)=[CH:28][C:18]3[C:9](=[CH:10][C:11]([C:12]([O:14][CH3:15])=[O:13])=[CH:16][CH:17]=3)[N:8]=2)=[CH:5][CH:4]=1. The yield is 0.0500.